This data is from Forward reaction prediction with 1.9M reactions from USPTO patents (1976-2016). The task is: Predict the product of the given reaction. (1) Given the reactants [F:1][C:2]1[CH:3]=[C:4]([C:9]2([O:14][CH3:15])[CH2:13][CH2:12][NH:11][CH2:10]2)[CH:5]=[CH:6][C:7]=1[F:8].C(N(CC)CC)C.I[CH2:24][CH2:25][CH3:26], predict the reaction product. The product is: [F:1][C:2]1[CH:3]=[C:4]([C:9]2([O:14][CH3:15])[CH2:13][CH2:12][N:11]([CH2:24][CH2:25][CH3:26])[CH2:10]2)[CH:5]=[CH:6][C:7]=1[F:8]. (2) Given the reactants [C:1]([O:5][C:6]([N:8]1[CH2:13][CH2:12][N:11]([C:14]2[CH:19]=[CH:18][C:17]([N+:20]([O-])=O)=[CH:16][CH:15]=2)[N:10]=[CH:9]1)=[O:7])([CH3:4])([CH3:3])[CH3:2].[H][H], predict the reaction product. The product is: [C:1]([O:5][C:6]([N:8]1[CH2:13][CH2:12][N:11]([C:14]2[CH:15]=[CH:16][C:17]([NH2:20])=[CH:18][CH:19]=2)[N:10]=[CH:9]1)=[O:7])([CH3:4])([CH3:2])[CH3:3]. (3) Given the reactants Br[C:2]1[CH:3]=[C:4]([C:7]([NH:9][C:10]2[O:11][C:12]([C:15]3[O:16][CH:17]=[CH:18][CH:19]=3)=[N:13][N:14]=2)=[O:8])[S:5][CH:6]=1.[C:20]1([C:29]2[CH:34]=[CH:33][CH:32]=[CH:31][CH:30]=2)[CH:25]=[CH:24][C:23](B(O)O)=[CH:22][CH:21]=1, predict the reaction product. The product is: [C:20]1([C:29]2[CH:30]=[CH:31][CH:32]=[CH:33][CH:34]=2)[CH:25]=[CH:24][C:23]([C:2]2[CH:3]=[C:4]([C:7]([NH:9][C:10]3[O:11][C:12]([C:15]4[O:16][CH:17]=[CH:18][CH:19]=4)=[N:13][N:14]=3)=[O:8])[S:5][CH:6]=2)=[CH:22][CH:21]=1. (4) Given the reactants [CH2:1]([O:8][C:9]1[C:14](Br)=[CH:13][C:12]([Cl:16])=[CH:11][N:10]=1)[C:2]1[CH:7]=[CH:6][CH:5]=[CH:4][CH:3]=1.[Br:17][C:18]1[CH:23]=[CH:22][CH:21]=[CH:20][C:19]=1B(O)O.C(=O)([O-])[O-].[K+].[K+].C(OCC)C, predict the reaction product. The product is: [Br:17][C:18]1[CH:23]=[CH:22][CH:21]=[CH:20][C:19]=1[C:14]1[C:9]([O:8][CH2:1][C:2]2[CH:7]=[CH:6][CH:5]=[CH:4][CH:3]=2)=[N:10][CH:11]=[C:12]([Cl:16])[CH:13]=1. (5) The product is: [F:1][C:2]1[CH:20]=[C:19]([F:21])[CH:18]=[CH:17][C:3]=1[O:4][C:5]1[C:6]([C:15]([NH2:16])=[O:23])=[N:7][CH:8]=[C:9]([C:11]([F:12])([F:13])[F:14])[CH:10]=1. Given the reactants [F:1][C:2]1[CH:20]=[C:19]([F:21])[CH:18]=[CH:17][C:3]=1[O:4][C:5]1[C:6]([C:15]#[N:16])=[N:7][CH:8]=[C:9]([C:11]([F:14])([F:13])[F:12])[CH:10]=1.C(=O)([O-])[OH:23].[Na+], predict the reaction product. (6) Given the reactants [S:1]1[CH:5]=[CH:4][CH:3]=[C:2]1[S:6](Cl)(=[O:8])=[O:7].[NH:10]1[CH2:15][CH2:14][CH2:13][CH2:12][CH2:11]1, predict the reaction product. The product is: [S:1]1[CH:5]=[CH:4][CH:3]=[C:2]1[S:6]([N:10]1[CH2:15][CH2:14][CH2:13][CH2:12][CH2:11]1)(=[O:8])=[O:7]. (7) Given the reactants [Br:1][C:2]1[CH:3]=[N:4][CH:5]=[CH:6][C:7]=1[NH2:8].[Li+].C[Si]([N-][Si](C)(C)C)(C)C.Cl[C:20]([O:22][CH3:23])=[O:21], predict the reaction product. The product is: [Br:1][C:2]1[CH:3]=[N:4][CH:5]=[CH:6][C:7]=1[NH:8][C:20](=[O:21])[O:22][CH3:23].